This data is from Forward reaction prediction with 1.9M reactions from USPTO patents (1976-2016). The task is: Predict the product of the given reaction. (1) Given the reactants [OH:1][C:2]1([CH2:15][O:16][C:17]2[CH:18]=[CH:19][CH:20]=[C:21]3[C:26]=2[N:25]=[C:24]([C:27]2[N:31]4[CH:32]=[CH:33][C:34]([CH3:36])=[CH:35][C:30]4=[N:29][N:28]=2)[CH:23]=[CH:22]3)[CH2:7][CH2:6][N:5]([C:8]([O:10][C:11]([CH3:14])([CH3:13])[CH3:12])=[O:9])[CH2:4][CH2:3]1.[H-].[Na+].I[CH3:40], predict the reaction product. The product is: [CH3:40][O:1][C:2]1([CH2:15][O:16][C:17]2[CH:18]=[CH:19][CH:20]=[C:21]3[C:26]=2[N:25]=[C:24]([C:27]2[N:31]4[CH:32]=[CH:33][C:34]([CH3:36])=[CH:35][C:30]4=[N:29][N:28]=2)[CH:23]=[CH:22]3)[CH2:7][CH2:6][N:5]([C:8]([O:10][C:11]([CH3:13])([CH3:12])[CH3:14])=[O:9])[CH2:4][CH2:3]1. (2) Given the reactants [NH2:1][CH2:2][CH:3]([OH:6])[CH2:4][NH2:5].[C:7](Cl)(=[O:21])[CH2:8][CH2:9][CH2:10][CH2:11][CH2:12][CH2:13][CH2:14][CH2:15][CH2:16][CH2:17][CH2:18][CH2:19][CH3:20], predict the reaction product. The product is: [C:7]([NH:1][CH2:2][CH:3]([OH:6])[CH2:4][NH:5][C:7](=[O:21])[CH2:8][CH2:9][CH2:10][CH2:11][CH2:12][CH2:13][CH2:14][CH2:15][CH2:16][CH2:17][CH2:18][CH2:19][CH3:20])(=[O:21])[CH2:8][CH2:9][CH2:10][CH2:11][CH2:12][CH2:13][CH2:14][CH2:15][CH2:16][CH2:17][CH2:18][CH2:19][CH3:20]. (3) Given the reactants CC1(C)[O:6][C:5]([CH2:11][C:12]([C:15]2[C:23]3[O:22][CH2:21][CH2:20][C:19]=3[CH:18]=[C:17]([S:24][CH3:25])[CH:16]=2)([CH3:14])[CH3:13])([C:7]([F:10])([F:9])[F:8])[CH2:4][O:3]1.C1(C)C=CC(S(O)(=O)=O)=CC=1, predict the reaction product. The product is: [CH3:14][C:12]([C:15]1[C:23]2[O:22][CH2:21][CH2:20][C:19]=2[CH:18]=[C:17]([S:24][CH3:25])[CH:16]=1)([CH3:13])[CH2:11][C:5]([C:7]([F:8])([F:9])[F:10])([OH:6])[CH2:4][OH:3]. (4) Given the reactants [N:1]([CH2:4][C:5]1[N:6]=[C:7]([NH:10][C:11](=[O:17])[O:12][C:13]([CH3:16])([CH3:15])[CH3:14])[S:8][CH:9]=1)=[N+]=[N-], predict the reaction product. The product is: [C:13]([O:12][C:11](=[O:17])[NH:10][C:7]1[S:8][CH:9]=[C:5]([CH2:4][NH2:1])[N:6]=1)([CH3:16])([CH3:14])[CH3:15]. (5) Given the reactants [CH2:1]([NH:8][C@@H:9]1[CH2:15][CH2:14][C@@H:13]2[N:16]([CH2:17][C:18]3[CH:23]=[CH:22][CH:21]=[CH:20][CH:19]=3)[C@@:10]1([C:29]1[CH:34]=[CH:33][CH:32]=[CH:31][CH:30]=1)[CH2:11][C@H:12]2[C:24]1[NH:28][N:27]=[N:26][N:25]=1)[C:2]1[CH:7]=[CH:6][CH:5]=[CH:4][CH:3]=1.[CH3:35][Si](C=[N+]=[N-])(C)C.CCCCCC, predict the reaction product. The product is: [CH2:1]([NH:8][C@@H:9]1[CH2:15][CH2:14][C@@H:13]2[N:16]([CH2:17][C:18]3[CH:19]=[CH:20][CH:21]=[CH:22][CH:23]=3)[C@@:10]1([C:29]1[CH:34]=[CH:33][CH:32]=[CH:31][CH:30]=1)[CH2:11][C@H:12]2[C:24]1[N:25]=[N:26][N:27]([CH3:35])[N:28]=1)[C:2]1[CH:7]=[CH:6][CH:5]=[CH:4][CH:3]=1. (6) Given the reactants Br[C:2]1[N:3]=[CH:4][S:5][CH:6]=1.[CH:7]([C:9]1[CH:14]=[CH:13][C:12](B(O)O)=[CH:11][CH:10]=1)=[O:8].C(=O)([O-])O.[Na+].[Cl-].[Na+], predict the reaction product. The product is: [S:5]1[CH:6]=[C:2]([C:12]2[CH:13]=[CH:14][C:9]([CH:7]=[O:8])=[CH:10][CH:11]=2)[N:3]=[CH:4]1. (7) Given the reactants [F:1][C:2]1[CH:30]=[C:29]([NH:31][CH3:32])[CH:28]=[CH:27][C:3]=1[O:4][C:5]1[N:10]=[CH:9][C:8]([NH:11][C:12](=[O:26])[C:13]2[CH:18]=[CH:17][C:16]([O:19][C:20]3[CH:25]=[CH:24][CH:23]=[CH:22][CH:21]=3)=[CH:15][CH:14]=2)=[CH:7][CH:6]=1.[ClH:33], predict the reaction product. The product is: [ClH:33].[F:1][C:2]1[CH:30]=[C:29]([NH:31][CH3:32])[CH:28]=[CH:27][C:3]=1[O:4][C:5]1[N:10]=[CH:9][C:8]([NH:11][C:12](=[O:26])[C:13]2[CH:14]=[CH:15][C:16]([O:19][C:20]3[CH:25]=[CH:24][CH:23]=[CH:22][CH:21]=3)=[CH:17][CH:18]=2)=[CH:7][CH:6]=1.